Task: Predict the reaction yield, written as a fraction of the theoretical maximum amount of product (1.0 means a 100% yield; for example, 0.34 means a 34% yield).. Dataset: Reaction yield outcomes from USPTO patents with 853,638 reactions (1) The reactants are [CH3:1][C:2]1[N:3]([CH2:32][C:33]([O:35]CC)=[O:34])[C:4]2[CH2:5][C:6]([CH3:31])([CH3:30])[CH2:7][C:8](=[O:29])[C:9]=2[C:10]=1[CH2:11][C:12]1[CH:17]=[CH:16][CH:15]=[CH:14][C:13]=1[S:18](=[O:28])(=[O:27])[N:19]([CH3:26])[C:20]1[CH:25]=[CH:24][CH:23]=[CH:22][CH:21]=1.[OH-].[Na+]. The catalyst is O.C1COCC1. The product is [CH3:1][C:2]1[N:3]([CH2:32][C:33]([OH:35])=[O:34])[C:4]2[CH2:5][C:6]([CH3:31])([CH3:30])[CH2:7][C:8](=[O:29])[C:9]=2[C:10]=1[CH2:11][C:12]1[CH:17]=[CH:16][CH:15]=[CH:14][C:13]=1[S:18](=[O:27])(=[O:28])[N:19]([CH3:26])[C:20]1[CH:21]=[CH:22][CH:23]=[CH:24][CH:25]=1. The yield is 0.340. (2) The reactants are [CH3:1][C:2]1[C:8]([N+:9]([O-:11])=[O:10])=[CH:7][CH:6]=[CH:5][C:3]=1[NH2:4].[N:12]([O-])=O.[Na+]. The catalyst is C(O)(=O)C.O. The product is [N+:9]([C:8]1[CH:7]=[CH:6][CH:5]=[C:3]2[C:2]=1[CH:1]=[N:12][NH:4]2)([O-:11])=[O:10]. The yield is 0.810. (3) The reactants are C[N:2](C)[C:3](=[N:5][C:6](=O)[C:7]1[CH:12]=[CH:11][CH:10]=[C:9]([C:13]2[CH:18]=[C:17]([NH:19][CH2:20][CH2:21][C:22]3[CH:27]=[CH:26][C:25]([O:28][CH3:29])=[CH:24][CH:23]=3)[N:16]=[C:15]([O:30][CH3:31])[N:14]=2)[CH:8]=1)[CH3:4].O.[NH2:35]N. The catalyst is C(O)(=O)C. The product is [CH3:31][O:30][C:15]1[N:16]=[C:17]([NH:19][CH2:20][CH2:21][C:22]2[CH:23]=[CH:24][C:25]([O:28][CH3:29])=[CH:26][CH:27]=2)[CH:18]=[C:13]([C:9]2[CH:10]=[CH:11][CH:12]=[C:7]([C:6]3[NH:35][N:2]=[C:3]([CH3:4])[N:5]=3)[CH:8]=2)[N:14]=1. The yield is 0.690. (4) The reactants are [CH2:1]([O:8][C:9]1[C:13]([CH:14]([CH:16]2[CH2:21][CH2:20][CH2:19][CH2:18][CH2:17]2)O)=[CH:12][N:11]([C:22]2[CH:27]=[CH:26][CH:25]=[CH:24][CH:23]=2)[N:10]=1)[C:2]1[CH:7]=[CH:6][CH:5]=[CH:4][CH:3]=1.[NH2:28][C:29]1[CH:34]=[CH:33][C:32]([C:35]([NH:37][CH2:38][CH2:39][C:40]([O:42]CC)=[O:41])=[O:36])=[CH:31][CH:30]=1. No catalyst specified. The product is [CH2:1]([O:8][C:9]1[C:13]([CH:14]([NH:28][C:29]2[CH:30]=[CH:31][C:32]([C:35]([NH:37][CH2:38][CH2:39][C:40]([OH:42])=[O:41])=[O:36])=[CH:33][CH:34]=2)[CH:16]2[CH2:21][CH2:20][CH2:19][CH2:18][CH2:17]2)=[CH:12][N:11]([C:22]2[CH:27]=[CH:26][CH:25]=[CH:24][CH:23]=2)[N:10]=1)[C:2]1[CH:7]=[CH:6][CH:5]=[CH:4][CH:3]=1. The yield is 0.430. (5) The reactants are F[C:2]1[CH:7]=[CH:6][N:5]2[C:8]([C:11]([NH:13][C:14]3[CH:22]=[CH:21][CH:20]=[C:19]4[C:15]=3[C:16]([CH3:33])=[N:17][N:18]4[CH2:23][C:24]3[CH:29]=[CH:28][CH:27]=[C:26]([CH:30]([CH3:32])[CH3:31])[N:25]=3)=[O:12])=[CH:9][N:10]=[C:4]2[CH:3]=1.[CH3:34][N:35]1[CH2:40][CH2:39][N:38]([CH2:41][CH2:42][OH:43])[CH2:37][CH2:36]1.O1CCN(CCO)CC1. No catalyst specified. The product is [CH:30]1([C:26]2[N:25]=[C:24]([CH2:23][N:18]3[C:19]4[C:15](=[C:14]([NH:13][C:11]([C:8]5[N:5]6[CH:6]=[CH:7][C:2]([O:43][CH2:42][CH2:41][N:38]7[CH2:39][CH2:40][N:35]([CH3:34])[CH2:36][CH2:37]7)=[CH:3][C:4]6=[N:10][CH:9]=5)=[O:12])[CH:22]=[CH:21][CH:20]=4)[C:16]([CH3:33])=[N:17]3)[CH:29]=[CH:28][CH:27]=2)[CH2:32][CH2:31]1. The yield is 0.450. (6) The reactants are N1C2C(=CC=CC=2)CC1.[F:10][C:11]([F:40])([F:39])[C:12]1[CH:17]=[CH:16][C:15]([N:18]2[CH2:23][CH2:22][N:21]([S:24]([C:27]3[CH:28]=[C:29]4[C:33](=[CH:34][CH:35]=3)[N:32](C(=O)C)[CH2:31][CH2:30]4)(=[O:26])=[O:25])[CH2:20][CH2:19]2)=[CH:14][CH:13]=1. The catalyst is O1CCOCC1. The product is [F:39][C:11]([F:10])([F:40])[C:12]1[CH:17]=[CH:16][C:15]([N:18]2[CH2:19][CH2:20][N:21]([S:24]([C:27]3[CH:28]=[C:29]4[C:33](=[CH:34][CH:35]=3)[NH:32][CH2:31][CH2:30]4)(=[O:25])=[O:26])[CH2:22][CH2:23]2)=[CH:14][CH:13]=1. The yield is 0.750. (7) The reactants are [OH-].[Na+].[F:3][C:4]1[C:19]([N:20]([CH3:29])[C:21](=[O:28])[C:22]2[CH:27]=[CH:26][CH:25]=[CH:24][CH:23]=2)=[CH:18][CH:17]=[CH:16][C:5]=1[C:6]([NH:8][C:9]1[CH:14]=[CH:13][CH:12]=[CH:11][C:10]=1[CH3:15])=[O:7].[F:30][C:31]([F:40])([F:39])[C:32](I)([F:37])[C:33]([F:36])([F:35])[F:34]. The catalyst is CN(C)C=O.O.O.O.O.O.O.O.S([O-])([O-])(=O)=O.[Fe+2]. The product is [F:3][C:4]1[C:19]([N:20]([CH3:29])[C:21](=[O:28])[C:22]2[CH:23]=[CH:24][CH:25]=[CH:26][CH:27]=2)=[CH:18][CH:17]=[CH:16][C:5]=1[C:6]([NH:8][C:9]1[CH:14]=[CH:13][C:12]([C:32]([F:37])([C:33]([F:36])([F:35])[F:34])[C:31]([F:40])([F:39])[F:30])=[CH:11][C:10]=1[CH3:15])=[O:7]. The yield is 0.300.